This data is from NCI-60 drug combinations with 297,098 pairs across 59 cell lines. The task is: Regression. Given two drug SMILES strings and cell line genomic features, predict the synergy score measuring deviation from expected non-interaction effect. (1) Drug 1: C1=CC(=C2C(=C1NCCNCCO)C(=O)C3=C(C=CC(=C3C2=O)O)O)NCCNCCO. Drug 2: CC1C(C(CC(O1)OC2CC(CC3=C2C(=C4C(=C3O)C(=O)C5=C(C4=O)C(=CC=C5)OC)O)(C(=O)C)O)N)O.Cl. Cell line: OVCAR-5. Synergy scores: CSS=41.3, Synergy_ZIP=3.60, Synergy_Bliss=7.60, Synergy_Loewe=4.10, Synergy_HSA=8.73. (2) Drug 1: C1=C(C(=O)NC(=O)N1)N(CCCl)CCCl. Drug 2: COC1=NC(=NC2=C1N=CN2C3C(C(C(O3)CO)O)O)N. Cell line: MALME-3M. Synergy scores: CSS=19.4, Synergy_ZIP=-3.94, Synergy_Bliss=3.86, Synergy_Loewe=-1.88, Synergy_HSA=2.89. (3) Drug 1: C1=C(C(=O)NC(=O)N1)F. Drug 2: CS(=O)(=O)OCCCCOS(=O)(=O)C. Cell line: 786-0. Synergy scores: CSS=35.9, Synergy_ZIP=2.29, Synergy_Bliss=2.20, Synergy_Loewe=3.23, Synergy_HSA=7.23. (4) Drug 1: C1=NC2=C(N=C(N=C2N1C3C(C(C(O3)CO)O)F)Cl)N. Drug 2: CC1C(C(CC(O1)OC2CC(CC3=C2C(=C4C(=C3O)C(=O)C5=C(C4=O)C(=CC=C5)OC)O)(C(=O)CO)O)N)O.Cl. Cell line: RPMI-8226. Synergy scores: CSS=36.2, Synergy_ZIP=0.514, Synergy_Bliss=-2.11, Synergy_Loewe=-22.0, Synergy_HSA=-5.09. (5) Drug 1: CC1=CC2C(CCC3(C2CCC3(C(=O)C)OC(=O)C)C)C4(C1=CC(=O)CC4)C. Drug 2: CC1CCC2CC(C(=CC=CC=CC(CC(C(=O)C(C(C(=CC(C(=O)CC(OC(=O)C3CCCCN3C(=O)C(=O)C1(O2)O)C(C)CC4CCC(C(C4)OC)O)C)C)O)OC)C)C)C)OC. Cell line: SN12C. Synergy scores: CSS=19.0, Synergy_ZIP=-6.75, Synergy_Bliss=-4.88, Synergy_Loewe=-36.0, Synergy_HSA=-2.93. (6) Drug 1: CN(C)N=NC1=C(NC=N1)C(=O)N. Drug 2: C1=CN(C=N1)CC(O)(P(=O)(O)O)P(=O)(O)O. Cell line: HT29. Synergy scores: CSS=-2.73, Synergy_ZIP=-0.495, Synergy_Bliss=-2.21, Synergy_Loewe=-5.88, Synergy_HSA=-4.55. (7) Drug 1: CC12CCC3C(C1CCC2=O)CC(=C)C4=CC(=O)C=CC34C. Drug 2: C1CCC(CC1)NC(=O)N(CCCl)N=O. Cell line: T-47D. Synergy scores: CSS=22.7, Synergy_ZIP=-0.875, Synergy_Bliss=3.29, Synergy_Loewe=-4.72, Synergy_HSA=4.22. (8) Drug 1: CC12CCC3C(C1CCC2=O)CC(=C)C4=CC(=O)C=CC34C. Drug 2: C1=CC(=CC=C1C#N)C(C2=CC=C(C=C2)C#N)N3C=NC=N3. Cell line: NCI-H226. Synergy scores: CSS=28.5, Synergy_ZIP=-5.72, Synergy_Bliss=-0.314, Synergy_Loewe=0.449, Synergy_HSA=0.327.